From a dataset of NCI-60 drug combinations with 297,098 pairs across 59 cell lines. Regression. Given two drug SMILES strings and cell line genomic features, predict the synergy score measuring deviation from expected non-interaction effect. (1) Drug 1: COC1=C(C=C2C(=C1)N=CN=C2NC3=CC(=C(C=C3)F)Cl)OCCCN4CCOCC4. Drug 2: C1CN(P(=O)(OC1)NCCCl)CCCl. Cell line: A498. Synergy scores: CSS=31.0, Synergy_ZIP=2.25, Synergy_Bliss=2.31, Synergy_Loewe=-15.6, Synergy_HSA=1.56. (2) Drug 1: CNC(=O)C1=CC=CC=C1SC2=CC3=C(C=C2)C(=NN3)C=CC4=CC=CC=N4. Drug 2: C1=NC2=C(N=C(N=C2N1C3C(C(C(O3)CO)O)O)F)N. Cell line: UO-31. Synergy scores: CSS=-0.821, Synergy_ZIP=-0.843, Synergy_Bliss=-1.22, Synergy_Loewe=-4.03, Synergy_HSA=-2.68. (3) Drug 1: COC1=NC(=NC2=C1N=CN2C3C(C(C(O3)CO)O)O)N. Drug 2: C1CNP(=O)(OC1)N(CCCl)CCCl. Cell line: NCI-H322M. Synergy scores: CSS=-1.45, Synergy_ZIP=9.65, Synergy_Bliss=7.16, Synergy_Loewe=3.39, Synergy_HSA=1.87.